Dataset: Reaction yield outcomes from USPTO patents with 853,638 reactions. Task: Predict the reaction yield, written as a fraction of the theoretical maximum amount of product (1.0 means a 100% yield; for example, 0.34 means a 34% yield). (1) The reactants are Cl[C:2]1[CH:7]=[CH:6][N:5]2[N:8]=[CH:9][CH:10]=[C:4]2[N:3]=1.[NH2:11][CH2:12][C@@H:13]1[CH2:17][CH2:16][CH2:15][N:14]1[C:18]([O:20][C:21]([CH3:24])([CH3:23])[CH3:22])=[O:19]. No catalyst specified. The yield is 0.960. The product is [N:8]1[N:5]2[CH:6]=[CH:7][C:2]([NH:11][CH2:12][C@@H:13]3[CH2:17][CH2:16][CH2:15][N:14]3[C:18]([O:20][C:21]([CH3:24])([CH3:23])[CH3:22])=[O:19])=[N:3][C:4]2=[CH:10][CH:9]=1. (2) The reactants are [C:1]([O:5][C:6]([N:8]1[CH2:12][CH2:11][CH:10]([S:13][C:14]2[CH:15]=[C:16]3[C:20](=[CH:21][CH:22]=2)[NH:19][N:18]=[CH:17]3)[CH2:9]1)=[O:7])([CH3:4])([CH3:3])[CH3:2].CN(C1C=CC=CN=1)C.[C:32](O[C:32]([O:34][C:35]([CH3:38])([CH3:37])[CH3:36])=[O:33])([O:34][C:35]([CH3:38])([CH3:37])[CH3:36])=[O:33]. The catalyst is C(Cl)Cl. The product is [C:35]([O:34][C:32]([N:19]1[C:20]2[C:16](=[CH:15][C:14]([S:13][CH:10]3[CH2:11][CH2:12][N:8]([C:6]([O:5][C:1]([CH3:4])([CH3:2])[CH3:3])=[O:7])[CH2:9]3)=[CH:22][CH:21]=2)[CH:17]=[N:18]1)=[O:33])([CH3:38])([CH3:37])[CH3:36]. The yield is 0.740. (3) The reactants are [NH:1]1[CH:5]=[CH:4][C:3]([C:6]([NH:8][C:9]2[CH:14]=[CH:13][C:12]([C@@H:15]3[O:20][CH2:19][CH2:18][N:17]([C:21]([O:23][C:24]([CH3:27])([CH3:26])[CH3:25])=[O:22])[CH2:16]3)=[CH:11][CH:10]=2)=[O:7])=[N:2]1.[Cl:28][C:29]1[C:34](Cl)=[N:33][CH:32]=[CH:31][N:30]=1.C(=O)([O-])[O-].[K+].[K+].O. The catalyst is CC(N(C)C)=O. The product is [Cl:28][C:29]1[C:34]([N:1]2[CH:5]=[CH:4][C:3]([C:6]([NH:8][C:9]3[CH:14]=[CH:13][C:12]([C@@H:15]4[O:20][CH2:19][CH2:18][N:17]([C:21]([O:23][C:24]([CH3:27])([CH3:26])[CH3:25])=[O:22])[CH2:16]4)=[CH:11][CH:10]=3)=[O:7])=[N:2]2)=[N:33][CH:32]=[CH:31][N:30]=1. The yield is 0.420. (4) The reactants are C(OC(=O)[NH:7][CH2:8][C:9]1[O:10][CH:11]=[C:12]([Br:14])[CH:13]=1)(C)(C)C.[F:16][C:17]([F:22])([F:21])[C:18]([OH:20])=[O:19]. The catalyst is ClCCl. The product is [F:16][C:17]([F:22])([F:21])[C:18]([OH:20])=[O:19].[Br:14][C:12]1[CH:13]=[C:9]([CH2:8][NH2:7])[O:10][CH:11]=1. The yield is 0.810.